Task: Binary Classification. Given a miRNA mature sequence and a target amino acid sequence, predict their likelihood of interaction.. Dataset: Experimentally validated miRNA-target interactions with 360,000+ pairs, plus equal number of negative samples (1) The miRNA is hsa-miR-4455 with sequence AGGGUGUGUGUGUUUUU. The protein sequence of the target gene is MSEQGDLNQAIAEEGGTEQETATPENGIVKSESLDEEEKLELQRRLEAQNQERRKSKSGAGKGKLTRSLAVCEESSARPGGESLQDQESIHLQLSSFSSLQEEDKSRKDDSEREKEKDKNKDKTSEKPKIRMLSKDCSQEYTDSTGIDLHEFLINTLKNNSRDRMILLKMEQEIIDFIADNNNHYKKFPQMSSYQRMLVHRVAAYFGLDHNVDQTGKSVIINKTSSTRIPEQRFCEHLKDEKGEESQKRFILKRDNSSIDKEDNQQNRMHPFRDDRRSKSIEEREEEYQRVRERIFAHDS.... Result: 0 (no interaction). (2) The miRNA is hsa-miR-196a-5p with sequence UAGGUAGUUUCAUGUUGUUGGG. The protein sequence of the target gene is MSASFVPNGASLEDCHCNLFCLADLTGIKWKKYVWQGPTSAPILFPVTEEDPILSSFSRCLKADVLGVWRRDQRPGRRELWIFWWGEDPSFADLIHHDLSEEEDGVWENGLSYECRTLLFKAVHNLLERCLMNRNFVRIGKWFVKPYEKDEKPINKSEHLSCSFTFFLHGDSNVCTSVEINQHQPVYLLSEEHITLAQQSNSPFQVILCPFGLNGTLTGQAFKMSDSATKKLIGEWKQFYPISCCLKEMSEEKQEDMDWEDDSLAAVEVLVAGVRMIYPACFVLVPQSDIPTPSPVGSTH.... Result: 1 (interaction).